From a dataset of Forward reaction prediction with 1.9M reactions from USPTO patents (1976-2016). Predict the product of the given reaction. (1) Given the reactants F[C:2]1[CH:16]=[CH:15][C:5]2[C:6](=[O:14])[NH:7][C:8]3[C:13]([C:4]=2[CH:3]=1)=[CH:12][CH:11]=[CH:10][N:9]=3.[Br:17][C:18]1[CH:19]=[C:20](O)C=[CH:22][CH:23]=1.[C:25](=[O:28])([O-])[O-].[K+].[K+], predict the reaction product. The product is: [Br:17][C:18]1[CH:19]=[CH:20][C:25]([O:28][C:2]2[CH:16]=[CH:15][C:5]3[C:6](=[O:14])[NH:7][C:8]4[C:13]([C:4]=3[CH:3]=2)=[CH:12][CH:11]=[CH:10][N:9]=4)=[CH:22][CH:23]=1. (2) Given the reactants C(=O)C.[NH2:4][C:5]1[CH:10]=[CH:9][CH:8]=CC=1.P(O)(O[C:14]1[CH:19]=CC=[CH:16][CH:15]=1)(O[C:14]1[CH:19]=CC=[CH:16][CH:15]=1)=O.[CH:28](/[NH:31][C:32](=[O:41])[O:33][CH2:34][C:35]1[CH:40]=[CH:39][CH:38]=[CH:37][CH:36]=1)=[CH:29]\[CH3:30], predict the reaction product. The product is: [CH3:19][C@H:14]1[C@H:15]([CH3:16])[C@@H:28]([NH:31][C:32](=[O:41])[O:33][CH2:34][C:35]2[CH:36]=[CH:37][CH:38]=[CH:39][CH:40]=2)[C:29]2[C:5](=[CH:10][CH:9]=[CH:8][CH:30]=2)[NH:4]1. (3) The product is: [ClH:43].[NH2:8][C@@H:9]([CH:37]1[CH2:38][CH2:39][CH2:40][CH2:41][CH2:42]1)[C:10]([N:12]1[CH2:20][C@H:19]([O:21][CH2:22][C:23]2[CH:24]=[C:25]([C:29]3[CH:34]=[CH:33][CH:32]=[C:31]([CH:35]=[CH2:36])[CH:30]=3)[CH:26]=[CH:27][CH:28]=2)[CH2:18][C@H:13]1[C:14]([O:16][CH3:17])=[O:15])=[O:11]. Given the reactants C(OC([NH:8][C@@H:9]([CH:37]1[CH2:42][CH2:41][CH2:40][CH2:39][CH2:38]1)[C:10]([N:12]1[CH2:20][C@H:19]([O:21][CH2:22][C:23]2[CH:24]=[C:25]([C:29]3[CH:34]=[CH:33][CH:32]=[C:31]([CH:35]=[CH2:36])[CH:30]=3)[CH:26]=[CH:27][CH:28]=2)[CH2:18][C@H:13]1[C:14]([O:16][CH3:17])=[O:15])=[O:11])=O)(C)(C)C.[ClH:43], predict the reaction product. (4) Given the reactants [C:1]([CH:5]1[CH2:9][O:8][CH:7]([C:10]2[O:14][N:13]=[C:12]([C:15]([O:17]CC)=[O:16])[C:11]=2[CH3:20])[O:6]1)([CH3:4])([CH3:3])[CH3:2].C[Si](C)(C)[O-].[K+:26], predict the reaction product. The product is: [C:1]([CH:5]1[CH2:9][O:8][CH:7]([C:10]2[O:14][N:13]=[C:12]([C:15]([O-:17])=[O:16])[C:11]=2[CH3:20])[O:6]1)([CH3:4])([CH3:3])[CH3:2].[K+:26]. (5) Given the reactants [NH2:1][C:2]1[CH:3]=[C:4]([CH:19]=[CH:20][C:21]=1[F:22])[O:5][C:6]1[CH:7]=[CH:8][C:9]2[N:10]([CH:12]=[C:13]([NH:15][C:16](=[O:18])[CH3:17])[N:14]=2)[N:11]=1.[CH3:23][N:24]1[C:28]([C:29](Cl)=[O:30])=[CH:27][C:26]([CH3:32])=[N:25]1.O, predict the reaction product. The product is: [C:16]([NH:15][C:13]1[N:14]=[C:9]2[CH:8]=[CH:7][C:6]([O:5][C:4]3[CH:19]=[CH:20][C:21]([F:22])=[C:2]([NH:1][C:29]([C:28]4[N:24]([CH3:23])[N:25]=[C:26]([CH3:32])[CH:27]=4)=[O:30])[CH:3]=3)=[N:11][N:10]2[CH:12]=1)(=[O:18])[CH3:17]. (6) Given the reactants [CH3:1][O:2][C:3]1[CH:4]=[C:5]([S:11]([N:14]2[CH2:19][CH2:18][N:17]([C:20]([O:22][C:23]([CH3:26])([CH3:25])[CH3:24])=[O:21])[CH2:16][C@H:15]2[C:27]([OH:29])=O)(=[O:13])=[O:12])[CH:6]=[CH:7][C:8]=1[O:9][CH3:10].[C:30]1([CH:36]([C:43]2[CH:48]=[CH:47][CH:46]=[CH:45][CH:44]=2)[N:37]2[CH2:42][CH2:41][NH:40][CH2:39][CH2:38]2)[CH:35]=[CH:34][CH:33]=[CH:32][CH:31]=1.C([N:52](CC)C(C)C)(C)C.C1CN([P+](ON2N=NC3C=CC=CC2=3)(N2CCCC2)N2CCCC2)CC1.F[P-](F)(F)(F)(F)F, predict the reaction product. The product is: [CH:36]([N:37]1[CH2:38][CH2:39][N:40]([NH:52][C:27]([C@@H:15]2[CH2:16][N:17]([C:20]([O:22][C:23]([CH3:25])([CH3:26])[CH3:24])=[O:21])[CH2:18][CH2:19][N:14]2[S:11]([C:5]2[CH:6]=[CH:7][C:8]([O:9][CH3:10])=[C:3]([O:2][CH3:1])[CH:4]=2)(=[O:13])=[O:12])=[O:29])[CH2:41][CH2:42]1)([C:30]1[CH:31]=[CH:32][CH:33]=[CH:34][CH:35]=1)[C:43]1[CH:48]=[CH:47][CH:46]=[CH:45][CH:44]=1. (7) Given the reactants [C:1]12([C:11]3[CH:12]=[C:13](Br)[CH:14]=[CH:15][C:16]=3[O:17][CH3:18])[CH2:10][CH:5]3[CH2:6][CH:7]([CH2:9][CH:3]([CH2:4]3)[CH2:2]1)[CH2:8]2.[CH:20]([C:22]1[CH:27]=[CH:26][C:25](B(O)O)=[CH:24][CH:23]=1)=[O:21].C(=O)([O-])[O-].[K+].[K+], predict the reaction product. The product is: [C:1]12([C:11]3[CH:12]=[C:13]([C:25]4[CH:26]=[CH:27][C:22]([CH:20]=[O:21])=[CH:23][CH:24]=4)[CH:14]=[CH:15][C:16]=3[O:17][CH3:18])[CH2:10][CH:5]3[CH2:6][CH:7]([CH2:9][CH:3]([CH2:4]3)[CH2:2]1)[CH2:8]2.